This data is from Forward reaction prediction with 1.9M reactions from USPTO patents (1976-2016). The task is: Predict the product of the given reaction. (1) Given the reactants [CH:1]([C:4]1[N:26]=[C:7]2[CH:8]=[C:9]([NH:12][C:13]([C:15]3[N:19]([CH3:20])[N:18]=[CH:17][C:16]=3[C:21]([O:23]CC)=[O:22])=[O:14])[CH:10]=[CH:11][N:6]2[N:5]=1)([CH3:3])[CH3:2].O.[OH-].[Li+], predict the reaction product. The product is: [CH:1]([C:4]1[N:26]=[C:7]2[CH:8]=[C:9]([NH:12][C:13]([C:15]3[N:19]([CH3:20])[N:18]=[CH:17][C:16]=3[C:21]([OH:23])=[O:22])=[O:14])[CH:10]=[CH:11][N:6]2[N:5]=1)([CH3:3])[CH3:2]. (2) Given the reactants [Br:1][C:2]1[CH:3]=[C:4]2[N:11]([CH3:12])[CH:10]=[CH:9][C:5]2=[N+:6]([O-])[CH:7]=1.C[CH2:14][N:15](CC)CC.C[Si](C#N)(C)C, predict the reaction product. The product is: [Br:1][C:2]1[CH:3]=[C:4]2[N:11]([CH3:12])[CH:10]=[CH:9][C:5]2=[N:6][C:7]=1[C:14]#[N:15]. (3) Given the reactants Br[C:2]1[N:3]=[CH:4][N:5]([C:7]2[CH:12]=[CH:11][N:10]=[C:9]([N:13]3[CH2:18][CH2:17][O:16][CH2:15][CH2:14]3)[N:8]=2)[CH:6]=1.P([O-])([O-])([O-])=O.[K+].[K+].[K+].[CH3:27][O:28][C:29]1[CH:34]=[CH:33][CH:32]=[C:31]([O:35][CH3:36])[C:30]=1[OH:37].B(O)O, predict the reaction product. The product is: [CH3:36][O:35][C:31]1[CH:32]=[C:33]([C:6]2[N:5]([C:7]3[CH:12]=[CH:11][N:10]=[C:9]([N:13]4[CH2:18][CH2:17][O:16][CH2:15][CH2:14]4)[N:8]=3)[CH:4]=[N:3][CH:2]=2)[CH:34]=[C:29]([O:28][CH3:27])[C:30]=1[OH:37]. (4) Given the reactants C1(C#C)C=CC=CC=1.Cl[CH2:10][CH2:11][CH2:12][C:13]#[C:14][C:15]1[CH:20]=[CH:19][CH:18]=[CH:17][CH:16]=1.[Li]CCCC.BrCCCCl.[I-:31].[Na+], predict the reaction product. The product is: [I:31][CH2:10][CH2:11][CH2:12][C:13]#[C:14][C:15]1[CH:20]=[CH:19][CH:18]=[CH:17][CH:16]=1. (5) Given the reactants [Cl:1][C:2]1[CH:7]=[CH:6][C:5]([C:8]2[C:12]3[CH2:13][N:14]([C:17](=[O:19])[CH3:18])[CH2:15][CH2:16][C:11]=3[N:10]([CH2:20][CH:21]([OH:33])[CH2:22][N:23]3[CH2:32][CH2:31][C:26]4(OCC[O:27]4)[CH2:25][CH2:24]3)[N:9]=2)=[CH:4][CH:3]=1.CO.C(Cl)Cl, predict the reaction product. The product is: [C:17]([N:14]1[CH2:15][CH2:16][C:11]2[N:10]([CH2:20][CH:21]([OH:33])[CH2:22][N:23]3[CH2:32][CH2:31][C:26](=[O:27])[CH2:25][CH2:24]3)[N:9]=[C:8]([C:5]3[CH:4]=[CH:3][C:2]([Cl:1])=[CH:7][CH:6]=3)[C:12]=2[CH2:13]1)(=[O:19])[CH3:18]. (6) The product is: [F:39][C:34]1[CH:35]=[CH:36][CH:37]=[CH:38][C:33]=1[C:12]1[C:11]2[C:16](=[CH:17][CH:18]=[C:9]([OH:8])[CH:10]=2)[C:15](=[O:19])[N:14]([CH2:20][CH:21]([CH3:23])[CH3:22])[C:13]=1[CH2:24][NH:25][C:26](=[O:32])[O:27][C:28]([CH3:29])([CH3:31])[CH3:30]. Given the reactants C([O:8][C:9]1[CH:10]=[C:11]2[C:16](=[CH:17][CH:18]=1)[C:15](=[O:19])[N:14]([CH2:20][CH:21]([CH3:23])[CH3:22])[C:13]([CH2:24][NH:25][C:26](=[O:32])[O:27][C:28]([CH3:31])([CH3:30])[CH3:29])=[C:12]2[C:33]1[CH:38]=[CH:37][CH:36]=[CH:35][C:34]=1[F:39])C1C=CC=CC=1, predict the reaction product.